Dataset: Full USPTO retrosynthesis dataset with 1.9M reactions from patents (1976-2016). Task: Predict the reactants needed to synthesize the given product. (1) Given the product [NH2:16][C@@H:14]([CH3:15])[CH2:13][N:11]1[C:12]2[C:8](=[CH:7][CH:6]=[C:5]3[O:27][CH2:28][CH:2]([OH:1])[CH:3]([O:29][CH3:30])[C:4]3=2)[CH:9]=[N:10]1, predict the reactants needed to synthesize it. The reactants are: [OH:1][CH:2]1[CH2:28][O:27][C:5]2=[CH:6][CH:7]=[C:8]3[C:12]([N:11]([CH2:13][C@@H:14]([NH:16]C(=O)OCC4C=CC=CC=4)[CH3:15])[N:10]=[CH:9]3)=[C:4]2[CH:3]1[O:29][CH3:30].FC(F)(F)C(O)=O. (2) Given the product [Br:1][C:2]1[CH:3]=[C:4]([N+:17]([O-:18])=[O:16])[C:5]([OH:10])=[C:6]([CH:9]=1)[C:7]#[N:8], predict the reactants needed to synthesize it. The reactants are: [Br:1][C:2]1[CH:3]=[CH:4][C:5]([OH:10])=[C:6]([CH:9]=1)[C:7]#[N:8].F[B-](F)(F)F.[O:16]=[N+:17]=[O:18]. (3) Given the product [CH2:4]([N:11]1[C:15]2[C:16]([N:2]([CH3:3])[CH3:1])=[N:17][N:18]([CH3:21])[C:19](=[O:20])[C:14]=2[N:13]=[CH:12]1)[C:5]1[CH:10]=[CH:9][CH:8]=[CH:7][CH:6]=1, predict the reactants needed to synthesize it. The reactants are: [CH3:1][NH:2][CH3:3].[CH2:4]([N:11]1[C:15]2[C:16](Cl)=[N:17][N:18]([CH3:21])[C:19](=[O:20])[C:14]=2[N:13]=[CH:12]1)[C:5]1[CH:10]=[CH:9][CH:8]=[CH:7][CH:6]=1. (4) Given the product [Cl:20][C:11]1[N:12]=[CH:13][CH:14]=[C:9]([C:6]2[CH:7]=[CH:8][C:3]([O:2][CH3:1])=[CH:4][CH:5]=2)[C:10]=1[C:16]#[N:17], predict the reactants needed to synthesize it. The reactants are: [CH3:1][O:2][C:3]1[CH:8]=[CH:7][C:6]([C:9]2[CH:14]=[CH:13][NH:12][C:11](=O)[C:10]=2[C:16]#[N:17])=[CH:5][CH:4]=1.P(Cl)(Cl)([Cl:20])=O.C(=O)(O)[O-].[Na+].C(=O)([O-])[O-].[K+].[K+]. (5) Given the product [C:39]1([S:36]([N:26]2[C:27]3[N:28]=[CH:29][N:30]=[C:31]([CH:33]4[CH2:34][CH2:35]4)[C:32]=3[C:24]([C:22]([C:19]3[C:18]([F:45])=[N:17][C:16]([NH:7][C:8]4[CH:9]=[N:10][C:11]([O:14][CH3:15])=[CH:12][CH:13]=4)=[CH:21][CH:20]=3)=[O:23])=[CH:25]2)(=[O:38])=[O:37])[CH:40]=[CH:41][CH:42]=[CH:43][CH:44]=1, predict the reactants needed to synthesize it. The reactants are: C(OC(=O)[N:7]([C:16]1[CH:21]=[CH:20][C:19]([C:22]([C:24]2[C:32]3[C:31]([CH:33]4[CH2:35][CH2:34]4)=[N:30][CH:29]=[N:28][C:27]=3[N:26]([S:36]([C:39]3[CH:44]=[CH:43][CH:42]=[CH:41][CH:40]=3)(=[O:38])=[O:37])[CH:25]=2)=[O:23])=[C:18]([F:45])[N:17]=1)[C:8]1[CH:9]=[N:10][C:11]([O:14][CH3:15])=[CH:12][CH:13]=1)(C)(C)C.C(=O)([O-])[O-].[K+].[K+].